From a dataset of Catalyst prediction with 721,799 reactions and 888 catalyst types from USPTO. Predict which catalyst facilitates the given reaction. Reactant: Br[C:2]1[C:10]2[C:5](=[N:6][CH:7]=[CH:8][C:9]=2[O:11][C:12]2[CH:17]=[CH:16][C:15]([O:18][C:19]3[CH:24]=[CH:23][CH:22]=[CH:21][CH:20]=3)=[CH:14][CH:13]=2)[N:4]([CH2:25][C:26]2[CH:31]=[CH:30][C:29]([O:32][CH3:33])=[CH:28][CH:27]=2)[N:3]=1.[NH2:34][C:35]1[CH:36]=[C:37](/[CH:41]=[C:42](\[C:50]#[N:51])/[C:43]([O:45][C:46]([CH3:49])([CH3:48])[CH3:47])=[O:44])[CH:38]=[CH:39][CH:40]=1.CC(C1C=C(C(C)C)C(C2C=CC=CC=2P(C2CCCCC2)C2CCCCC2)=C(C(C)C)C=1)C.[O-]P([O-])([O-])=O.[K+].[K+].[K+]. Product: [C:50](/[C:42](=[CH:41]\[C:37]1[CH:38]=[CH:39][CH:40]=[C:35]([NH:34][C:2]2[C:10]3[C:5](=[N:6][CH:7]=[CH:8][C:9]=3[O:11][C:12]3[CH:17]=[CH:16][C:15]([O:18][C:19]4[CH:24]=[CH:23][CH:22]=[CH:21][CH:20]=4)=[CH:14][CH:13]=3)[N:4]([CH2:25][C:26]3[CH:31]=[CH:30][C:29]([O:32][CH3:33])=[CH:28][CH:27]=3)[N:3]=2)[CH:36]=1)/[C:43]([O:45][C:46]([CH3:48])([CH3:47])[CH3:49])=[O:44])#[N:51]. The catalyst class is: 101.